Dataset: Full USPTO retrosynthesis dataset with 1.9M reactions from patents (1976-2016). Task: Predict the reactants needed to synthesize the given product. Given the product [Br:23][C:24]1[CH:29]=[C:28]([C:30]([F:32])([F:31])[F:33])[CH:27]=[CH:26][C:25]=1[S:34]([N:20]1[CH2:21][CH2:22][CH:17]([C:2]([CH3:1])([S:4]([C:7]2[CH:12]=[CH:11][CH:10]=[C:9]([C:13]([F:14])([F:16])[F:15])[CH:8]=2)(=[O:5])=[O:6])[CH3:3])[CH2:18][CH2:19]1)(=[O:36])=[O:35], predict the reactants needed to synthesize it. The reactants are: [CH3:1][C:2]([CH:17]1[CH2:22][CH2:21][NH:20][CH2:19][CH2:18]1)([S:4]([C:7]1[CH:12]=[CH:11][CH:10]=[C:9]([C:13]([F:16])([F:15])[F:14])[CH:8]=1)(=[O:6])=[O:5])[CH3:3].[Br:23][C:24]1[CH:29]=[C:28]([C:30]([F:33])([F:32])[F:31])[CH:27]=[CH:26][C:25]=1[S:34](Cl)(=[O:36])=[O:35].C(Cl)Cl.